This data is from Experimentally validated miRNA-target interactions with 360,000+ pairs, plus equal number of negative samples. The task is: Binary Classification. Given a miRNA mature sequence and a target amino acid sequence, predict their likelihood of interaction. (1) The miRNA is hsa-miR-662 with sequence UCCCACGUUGUGGCCCAGCAG. The protein sequence of the target gene is MAQPGTLNLNNEVVKMRKEVKRIRVLVIRKLVRSVGRLKSKKGTEDALLKNQRRAQRLLEEIHAMKELKPDIVTKSALGDDINFEKIFKKPDSTATERAIARLAVHPLLKKKIDVLKAAVQAFKEARQNVAEVESSKNASEDNHSENTLYSNDNGSNLQREATVISEQKVKETKILAKKPIHNSKEKIAKMEHGPKAVTIANSPSKPSEKDSVVSLESQKTPADPKLKTLSQTKKNKGSDSSLSGNSDGGEEFCEEEKEYFDDSTEERFYKQSSMSEDSDSGDDFFIGKVRRTRKKESSC.... Result: 0 (no interaction). (2) The miRNA is mmu-miR-7042-3p with sequence UGUCCCUUUGUUUUCUCUCAG. The protein sequence of the target gene is MTVSGPGTPEPRPATPGASSVEQLRKEGNELFKCGDYGGALAAYTQALGLDATPQDQAVLHRNRAACHLKLEDYDKAETEASKAIEKDGGDVKALYRRSQALEKLGRLDQAVLDLQRCVSLEPKNKVFQEALRNIGGQIQEKVRYMSSTDAKVEQMFQILLDPEEKGTEKKQKASQNLVVLAREDAGAEKIFRSNGVQLLQRLLDMGETDLMLAALRTLVGICSEHQSRTVATLSILGTRRVVSILGVESQAVSLAACHLLQVMFDALKEGVKKGFRGKEGAIIVDPARELKVLISNLLD.... Result: 0 (no interaction).